Predict the product of the given reaction. From a dataset of Forward reaction prediction with 1.9M reactions from USPTO patents (1976-2016). Given the reactants CC1(C)[O:6][C@H:5]([CH2:7][N:8]2[CH:12]=[CH:11][C:10]([NH:13][C:14](=[O:36])[CH:15]([N:20]3[C:25](=[O:26])[CH:24]=[C:23]([O:27][C:28]4[C:33]([F:34])=[CH:32][CH:31]=[CH:30][C:29]=4[F:35])[CH:22]=[N:21]3)[CH2:16][CH:17]([CH3:19])[CH3:18])=[N:9]2)[CH2:4][O:3]1.O.C1(C)C=CC(S(O)(=O)=O)=CC=1, predict the reaction product. The product is: [OH:6][C@@H:5]([CH2:4][OH:3])[CH2:7][N:8]1[CH:12]=[CH:11][C:10]([NH:13][C:14](=[O:36])[CH:15]([N:20]2[C:25](=[O:26])[CH:24]=[C:23]([O:27][C:28]3[C:33]([F:34])=[CH:32][CH:31]=[CH:30][C:29]=3[F:35])[CH:22]=[N:21]2)[CH2:16][CH:17]([CH3:19])[CH3:18])=[N:9]1.